From a dataset of Forward reaction prediction with 1.9M reactions from USPTO patents (1976-2016). Predict the product of the given reaction. (1) The product is: [N:13]1[C:22]2[C:17](=[CH:18][CH:19]=[CH:20][C:21]=2[S:23][C:3]2[C:4]3=[N:5][CH:6]=[CH:7][CH:8]=[C:9]3[NH:1][C:2]=2[C:10]([NH2:12])=[O:11])[CH:16]=[CH:15][CH:14]=1. Given the reactants [NH:1]1[C:9]2[C:4](=[N:5][CH:6]=[CH:7][CH:8]=2)[CH:3]=[C:2]1[C:10]([NH2:12])=[O:11].[N:13]1[C:22]2[C:17](=[CH:18][CH:19]=[CH:20][C:21]=2[S:23][S:23][C:21]2[CH:20]=[CH:19][CH:18]=[C:17]3[C:22]=2[N:13]=[CH:14][CH:15]=[CH:16]3)[CH:16]=[CH:15][CH:14]=1, predict the reaction product. (2) Given the reactants C(N(CC)CC)C.Cl.[NH2:9][CH2:10][C:11]1[CH:19]=[CH:18][CH:17]=[C:16]2[C:12]=1[C:13](=[O:29])[N:14]([CH:21]1[CH2:26][CH2:25][C:24](=[O:27])[NH:23][C:22]1=[O:28])[C:15]2=[O:20].[Cl:30][CH2:31][C:32](Cl)=[O:33], predict the reaction product. The product is: [Cl:30][CH2:31][C:32]([NH:9][CH2:10][C:11]1[CH:19]=[CH:18][CH:17]=[C:16]2[C:12]=1[C:13](=[O:29])[N:14]([CH:21]1[CH2:26][CH2:25][C:24](=[O:27])[NH:23][C:22]1=[O:28])[C:15]2=[O:20])=[O:33]. (3) Given the reactants [Br:1]N1C(=O)CCC1=O.[OH:9][CH:10]1[CH2:19][C:18]2[C:13](=[CH:14][CH:15]=[CH:16][CH:17]=2)[NH:12][C:11]1=[O:20].C(=O)(O)[O-].[Na+], predict the reaction product. The product is: [Br:1][C:16]1[CH:17]=[C:18]2[C:13](=[CH:14][CH:15]=1)[NH:12][C:11](=[O:20])[CH:10]([OH:9])[CH2:19]2. (4) Given the reactants CS(O[CH2:6][CH2:7][N:8]1[CH2:12][CH2:11][N:10]([CH2:13][CH2:14][CH2:15][N:16]2[CH2:21][CH2:20][CH2:19][CH2:18][CH2:17]2)[C:9]1=[C:22]([C:25]#[N:26])[C:23]#[N:24])(=O)=O.[CH:27]1([NH2:33])[CH2:32][CH2:31][CH2:30][CH2:29][CH2:28]1.[I-].[K+].[C:36]([OH:43])(=[O:42])/[CH:37]=[CH:38]/[C:39]([OH:41])=[O:40].CO, predict the reaction product. The product is: [C:36]([OH:43])(=[O:42])/[CH:37]=[CH:38]/[C:39]([OH:41])=[O:40].[C:36]([OH:43])(=[O:42])/[CH:37]=[CH:38]/[C:39]([OH:41])=[O:40].[CH:27]1([NH:33][CH2:6][CH2:7][N:8]2[CH2:12][CH2:11][N:10]([CH2:13][CH2:14][CH2:15][N:16]3[CH2:21][CH2:20][CH2:19][CH2:18][CH2:17]3)[C:9]2=[C:22]([C:25]#[N:26])[C:23]#[N:24])[CH2:32][CH2:31][CH2:30][CH2:29][CH2:28]1.